This data is from Forward reaction prediction with 1.9M reactions from USPTO patents (1976-2016). The task is: Predict the product of the given reaction. Given the reactants [Br:1][C:2]1[N:6]2[N:7]=[C:8](Cl)[CH:9]=[CH:10][C:5]2=[N:4][CH:3]=1.[NH2:12][CH:13]([CH2:16][CH3:17])[CH2:14][OH:15].C(Cl)Cl.CO.[NH4+].[OH-], predict the reaction product. The product is: [Br:1][C:2]1[N:6]2[N:7]=[C:8]([NH:12][CH:13]([CH2:16][CH3:17])[CH2:14][OH:15])[CH:9]=[CH:10][C:5]2=[N:4][CH:3]=1.